This data is from Full USPTO retrosynthesis dataset with 1.9M reactions from patents (1976-2016). The task is: Predict the reactants needed to synthesize the given product. (1) The reactants are: Cl[CH2:2][CH:3]=[O:4].[N:5]1[CH:6]=[CH:7][N:8]2[CH:13]=[C:12]([C:14]3[N:23]=[C:22]([NH:24][CH2:25][CH:26]([C:33]4[CH:38]=[CH:37][CH:36]=[CH:35][CH:34]=4)[N:27]4CCC[CH2:29][CH2:28]4)[C:21]4[C:16](=[CH:17][CH:18]=[CH:19][CH:20]=4)[N:15]=3)[CH:11]=[N:10][C:9]=12. Given the product [N:5]1[CH:6]=[CH:7][N:8]2[CH:13]=[C:12]([C:14]3[N:23]=[C:22]([NH:24][CH2:25][CH:26]([N:27]4[CH2:28][CH2:29][O:4][CH2:3][CH2:2]4)[C:33]4[CH:38]=[CH:37][CH:36]=[CH:35][CH:34]=4)[C:21]4[C:16](=[CH:17][CH:18]=[CH:19][CH:20]=4)[N:15]=3)[CH:11]=[N:10][C:9]=12, predict the reactants needed to synthesize it. (2) Given the product [Br:1][C:2]1[C:6]2[S:7][C:8]([C:10]([NH2:16])=[O:12])=[CH:9][C:5]=2[S:4][CH:3]=1, predict the reactants needed to synthesize it. The reactants are: [Br:1][C:2]1[C:6]2[S:7][C:8]([C:10]([OH:12])=O)=[CH:9][C:5]=2[S:4][CH:3]=1.C(C1NC=CN=1)(C1[NH:16]C=CN=1)=O.C(N(CC)CC)C.